Task: Predict the reaction yield, written as a fraction of the theoretical maximum amount of product (1.0 means a 100% yield; for example, 0.34 means a 34% yield).. Dataset: Reaction yield outcomes from USPTO patents with 853,638 reactions (1) The reactants are [F:1][C:2]([F:34])([F:33])[C:3]1[N:8]=[CH:7][C:6]([C@H:9]([NH:12][C:13]([C:15]2[C:16](Br)=[C:17]([C:24]([N:26]3[CH2:30][CH2:29][CH2:28][C@@H:27]3[CH3:31])=[O:25])[N:18]3[CH2:23][CH2:22][O:21][CH2:20][C:19]=23)=[O:14])[CH2:10][CH3:11])=[CH:5][CH:4]=1.[CH3:35][Sn](C)(C)C. The catalyst is CN(C)C=O. The product is [F:1][C:2]([F:34])([F:33])[C:3]1[N:8]=[CH:7][C:6]([C@H:9]([NH:12][C:13]([C:15]2[C:16]([CH3:35])=[C:17]([C:24]([N:26]3[CH2:30][CH2:29][CH2:28][C@@H:27]3[CH3:31])=[O:25])[N:18]3[CH2:23][CH2:22][O:21][CH2:20][C:19]=23)=[O:14])[CH2:10][CH3:11])=[CH:5][CH:4]=1. The yield is 0.920. (2) The reactants are [CH3:1][C:2]1[N:3]=[CH:4][N:5]([C:7]2[CH:8]=[C:9]([CH:11]=[C:12]([C:14]([F:17])([F:16])[F:15])[CH:13]=2)[NH2:10])[CH:6]=1.[CH2:18]([O:20][C:21]1[C:26](=[O:27])[NH:25][CH:24]=[C:23]([C:28]2[CH:33]=[CH:32][C:31]([CH2:34][C:35](O)=[O:36])=[C:30]([F:38])[CH:29]=2)[CH:22]=1)[CH3:19].C1C=CC2N(O)N=NC=2C=1.C(Cl)C[Cl:51].CCN(CC)CC. The catalyst is CN(C=O)C. The product is [ClH:51].[CH2:18]([O:20][C:21]1[C:26](=[O:27])[NH:25][CH:24]=[C:23]([C:28]2[CH:33]=[CH:32][C:31]([CH2:34][C:35]([NH:10][C:9]3[CH:11]=[C:12]([C:14]([F:17])([F:15])[F:16])[CH:13]=[C:7]([N:5]4[CH:6]=[C:2]([CH3:1])[N:3]=[CH:4]4)[CH:8]=3)=[O:36])=[C:30]([F:38])[CH:29]=2)[CH:22]=1)[CH3:19]. The yield is 0.106. (3) The product is [CH2:52]([NH:54][C:55]([N:31]1[C:21]2[N:22]=[C:23]([N:25]3[CH2:30][CH2:29][O:28][CH2:27][CH2:26]3)[N:24]=[C:19]([C:16]3[CH:15]=[N:14][C:13]([N:12]([CH2:11][C:10]4[CH:9]=[CH:8][C:7]([O:6][CH3:5])=[CH:44][CH:43]=4)[CH2:34][C:35]4[CH:36]=[CH:37][C:38]([O:41][CH3:42])=[CH:39][CH:40]=4)=[N:18][CH:17]=3)[C:20]=2[CH2:33][CH2:32]1)=[O:56])[CH3:53]. The reactants are ClC(Cl)C.[CH3:5][O:6][C:7]1[CH:44]=[CH:43][C:10]([CH2:11][N:12]([CH2:34][C:35]2[CH:40]=[CH:39][C:38]([O:41][CH3:42])=[CH:37][CH:36]=2)[C:13]2[N:18]=[CH:17][C:16]([C:19]3[C:20]4[CH2:33][CH2:32][NH:31][C:21]=4[N:22]=[C:23]([N:25]4[CH2:30][CH2:29][O:28][CH2:27][CH2:26]4)[N:24]=3)=[CH:15][N:14]=2)=[CH:9][CH:8]=1.C(N(CC)CC)C.[CH2:52]([N:54]=[C:55]=[O:56])[CH3:53].[Cl-].[NH4+]. The yield is 0.970. No catalyst specified. (4) The reactants are [C:1]([O:9][CH2:10][C@:11]1([F:29])[C@@H:18]2[C@@H:14]([O:15]C(C)(C)[O:17]2)[C@H:13]([N:21]2[CH:26]=[CH:25][C:24](=[O:27])[NH:23][C:22]2=[O:28])[O:12]1)(=[O:8])[C:2]1[CH:7]=[CH:6][CH:5]=[CH:4][CH:3]=1.CCOC(C)=O. The catalyst is C(O)=O.O. The product is [C:1]([O:9][CH2:10][C@:11]1([F:29])[C@@H:18]([OH:17])[C@@H:14]([OH:15])[C@H:13]([N:21]2[CH:26]=[CH:25][C:24](=[O:27])[NH:23][C:22]2=[O:28])[O:12]1)(=[O:8])[C:2]1[CH:3]=[CH:4][CH:5]=[CH:6][CH:7]=1. The yield is 0.830. (5) The reactants are [Br:1][C:2]1[CH:7]=[C:6](F)[CH:5]=[C:4]([Cl:9])[CH:3]=1.[CH3:10][O-:11].[Na+]. The catalyst is CO. The product is [Br:1][C:2]1[CH:7]=[C:6]([O:11][CH3:10])[CH:5]=[C:4]([Cl:9])[CH:3]=1. The yield is 0.360. (6) The reactants are Br[C:2]1[CH:3]=[N:4][C:5]([Cl:8])=[N:6][CH:7]=1.[Zn]([CH2:10][CH2:11][C:12]([F:15])([F:14])[F:13])[CH2:10][CH2:11][C:12]([F:15])([F:14])[F:13]. The catalyst is C1COCC1.CC(C)([P](C(C)(C)C)([Pd][P](C(C)(C)C)(C(C)(C)C)C(C)(C)C)C(C)(C)C)C. The product is [Cl:8][C:5]1[N:4]=[CH:3][C:2]([CH2:10][CH2:11][C:12]([F:15])([F:14])[F:13])=[CH:7][N:6]=1. The yield is 0.460. (7) The reactants are [OH:1]/[N:2]=[C:3](/[C@@H:5]1[C@:21]2([CH3:22])[C@H:8]([C@H:9]3[C@H:18]([CH2:19][CH2:20]2)[C@:17]2([CH3:23])[C:12](=[CH:13][C:14](=[O:24])[CH2:15][CH2:16]2)[CH2:11][CH2:10]3)[CH2:7][CH2:6]1)\[CH3:4].[CH3:25][N:26]([CH3:31])[CH2:27][C:28](O)=[O:29].C(N(CC)C(C)C)(C)C.CCN=C=NCCCN(C)C.C([O-])(O)=O.[Na+]. The catalyst is CN(C1C=CN=CC=1)C.ClCCl. The product is [CH3:25][N:26]([CH3:31])[CH2:27][C:28]([O:1]/[N:2]=[C:3](/[C@@H:5]1[C@:21]2([CH3:22])[C@H:8]([C@H:9]3[C@H:18]([CH2:19][CH2:20]2)[C@:17]2([CH3:23])[C:12](=[CH:13][C:14](=[O:24])[CH2:15][CH2:16]2)[CH2:11][CH2:10]3)[CH2:7][CH2:6]1)\[CH3:4])=[O:29]. The yield is 0.730.